Dataset: Full USPTO retrosynthesis dataset with 1.9M reactions from patents (1976-2016). Task: Predict the reactants needed to synthesize the given product. (1) The reactants are: [C:1]([C:4]1[S:8][CH:7]=[C:6]([C:9]([NH:11][CH2:12][C:13]2[C:14](=[O:21])[NH:15][C:16]([CH3:20])=[CH:17][C:18]=2[CH3:19])=[O:10])[CH:5]=1)(=O)[CH3:2].[CH3:22][N:23]([CH3:30])[CH:24]1[CH2:29][CH2:28][NH:27][CH2:26][CH2:25]1.[BH4-].[Na+].C([O-])(O)=O.[Na+]. Given the product [CH3:19][C:18]1[CH:17]=[C:16]([CH3:20])[NH:15][C:14](=[O:21])[C:13]=1[CH2:12][NH:11][C:9]([C:6]1[CH:5]=[C:4]([CH:1]([N:27]2[CH2:28][CH2:29][CH:24]([N:23]([CH3:30])[CH3:22])[CH2:25][CH2:26]2)[CH3:2])[S:8][CH:7]=1)=[O:10], predict the reactants needed to synthesize it. (2) Given the product [F:16][C:17]1[CH:18]=[C:19]([N:23]2[CH:28]=[CH:27][C:26]([C:29]([NH:15][CH2:14][C:11]3[CH:12]=[CH:13][C:8]([C:6]4[CH:5]=[CH:4][N:3]=[C:2]([CH3:1])[CH:7]=4)=[N:9][CH:10]=3)=[O:30])=[CH:25][C:24]2=[O:32])[CH:20]=[CH:21][CH:22]=1, predict the reactants needed to synthesize it. The reactants are: [CH3:1][C:2]1[CH:7]=[C:6]([C:8]2[CH:13]=[CH:12][C:11]([CH2:14][NH2:15])=[CH:10][N:9]=2)[CH:5]=[CH:4][N:3]=1.[F:16][C:17]1[CH:18]=[C:19]([N:23]2[CH:28]=[CH:27][C:26]([C:29](O)=[O:30])=[CH:25][C:24]2=[O:32])[CH:20]=[CH:21][CH:22]=1.CN(C(ON1N=NC2C=CC=NC1=2)=[N+](C)C)C.F[P-](F)(F)(F)(F)F.C(N(CC)C(C)C)(C)C. (3) The reactants are: CON(C)[C:4]([CH:6]1[CH2:8][CH:7]1[C:9]1[CH:14]=[CH:13][CH:12]=[C:11]([F:15])[CH:10]=1)=[O:5].[OH2:17].[OH-].[Na+]. Given the product [F:15][C:11]1[CH:10]=[C:9]([CH:7]2[CH2:8][CH:6]2[C:4]([OH:17])=[O:5])[CH:14]=[CH:13][CH:12]=1, predict the reactants needed to synthesize it. (4) The reactants are: [CH3:1][O:2][C:3](=[O:31])[CH2:4][CH2:5][NH:6][C:7]([C:9]1[S:10][C:11]([CH:14]([O:21][C:22]2[CH:27]=[C:26]([CH3:28])[C:25](I)=[C:24]([CH3:30])[CH:23]=2)[CH2:15][CH2:16][C:17]([F:20])([F:19])[F:18])=[CH:12][CH:13]=1)=[O:8].[CH2:32]([C:34]1[CH:39]=[CH:38][C:37](B(O)O)=[CH:36][CH:35]=1)[CH3:33]. Given the product [CH3:1][O:2][C:3](=[O:31])[CH2:4][CH2:5][NH:6][C:7]([C:9]1[S:10][C:11]([CH:14]([O:21][C:22]2[CH:27]=[C:26]([CH3:28])[C:25]([C:37]3[CH:38]=[CH:39][C:34]([CH2:32][CH3:33])=[CH:35][CH:36]=3)=[C:24]([CH3:30])[CH:23]=2)[CH2:15][CH2:16][C:17]([F:20])([F:19])[F:18])=[CH:12][CH:13]=1)=[O:8], predict the reactants needed to synthesize it. (5) Given the product [C:66]([NH:69][C:70]1[CH:77]=[CH:76][C:73]([CH2:74][NH:75][C:50]([C:45]2[CH:46]=[N:47][C:48]3[C:43]([C:44]=2[NH:53][C:54]2[CH:55]=[C:56]([CH:57]=[CH:58][CH:59]=2)[C:60]([O:62][CH2:63][CH3:64])=[O:61])=[CH:42][CH:41]=[C:40]([C:39]2[C:35]([CH3:34])=[N:36][O:37][C:38]=2[CH3:65])[CH:49]=3)=[O:51])=[CH:72][CH:71]=1)(=[O:68])[CH3:67], predict the reactants needed to synthesize it. The reactants are: C1CN([P+](ON2N=NC3C=CC=CC2=3)(N2CCCC2)N2CCCC2)CC1.F[P-](F)(F)(F)(F)F.[CH3:34][C:35]1[C:39]([C:40]2[CH:49]=[C:48]3[C:43]([C:44]([NH:53][C:54]4[CH:59]=[CH:58][CH:57]=[C:56]([C:60]([O:62][CH2:63][CH3:64])=[O:61])[CH:55]=4)=[C:45]([C:50](O)=[O:51])[CH:46]=[N:47]3)=[CH:42][CH:41]=2)=[C:38]([CH3:65])[O:37][N:36]=1.[C:66]([NH:69][C:70]1[CH:77]=[CH:76][C:73]([CH2:74][NH2:75])=[CH:72][CH:71]=1)(=[O:68])[CH3:67].C(N(CC)CC)C. (6) Given the product [NH2:7][C:6]1[N:20]([CH2:16][CH3:17])[CH:18]=[N:1][C:2]=1[C:3]([NH2:5])=[O:4], predict the reactants needed to synthesize it. The reactants are: [NH2:1][CH:2]([C:6]#[N:7])[C:3]([NH2:5])=[O:4].C(O[CH2:16][CH3:17])(OCC)OCC.[CH2:18]([NH2:20])C. (7) The reactants are: C1C=C(Cl)C=C(C(OO)=[O:9])C=1.[NH:12]1[C:20]2[C:15](=[CH:16][CH:17]=[CH:18][N:19]=2)[CH:14]=[CH:13]1.C([O-])([O-])=O.[K+].[K+]. Given the product [NH:12]1[C:20]2=[N+:19]([O-:9])[CH:18]=[CH:17][CH:16]=[C:15]2[CH:14]=[CH:13]1, predict the reactants needed to synthesize it. (8) Given the product [CH3:1][C:2]1([CH3:24])[S:6][C@H:5]2[N:4]([C:8](=[O:9])[C@H:7]2[NH:10][C:11](=[O:12])[CH2:13][O:14][C:15]2[CH:16]=[CH:17][CH:18]=[CH:19][CH:20]=2)[C@H:3]1[C:21]([O:23][CH3:25])=[O:22], predict the reactants needed to synthesize it. The reactants are: [CH3:1][C:2]1([CH3:24])[S:6][C@@H:5]2[C@H:7]([NH:10][C:11]([CH2:13][O:14][C:15]3[CH:16]=[CH:17][CH:18]=[CH:19][CH:20]=3)=[O:12])[C:8](=[O:9])[N:4]2[C@H:3]1[C:21]([OH:23])=[O:22].[CH3:25]I. (9) Given the product [Br:8][C:5]1[CH:6]=[CH:7][C:2]([CH:24]([C:25]2[CH:30]=[CH:29][CH:28]=[CH:27][CH:26]=2)[OH:31])=[C:3]([C:9]([F:12])([F:11])[F:10])[CH:4]=1, predict the reactants needed to synthesize it. The reactants are: Br[C:2]1[CH:7]=[CH:6][C:5]([Br:8])=[CH:4][C:3]=1[C:9]([F:12])([F:11])[F:10].[Li]CCCC.CCCCCC.[CH:24](=[O:31])[C:25]1[CH:30]=[CH:29][CH:28]=[CH:27][CH:26]=1.Cl. (10) Given the product [NH2:29][CH2:28][CH2:27][CH2:26][NH:30][C:2]1[C:11]2[C:6](=[CH:7][CH:8]=[C:9]([OH:12])[CH:10]=2)[N:5]=[C:4]([N:13]2[CH2:19][C:18]3[CH:20]=[CH:21][CH:22]=[CH:23][C:17]=3[S:16](=[O:25])(=[O:24])[CH2:15][CH2:14]2)[CH:3]=1, predict the reactants needed to synthesize it. The reactants are: Cl[C:2]1[C:11]2[C:6](=[CH:7][CH:8]=[C:9]([OH:12])[CH:10]=2)[N:5]=[C:4]([N:13]2[CH2:19][C:18]3[CH:20]=[CH:21][CH:22]=[CH:23][C:17]=3[S:16](=[O:25])(=[O:24])[CH2:15][CH2:14]2)[CH:3]=1.[CH2:26]([NH2:30])[CH2:27][CH2:28][NH2:29].